This data is from Catalyst prediction with 721,799 reactions and 888 catalyst types from USPTO. The task is: Predict which catalyst facilitates the given reaction. (1) Reactant: [N:1]12[CH2:8][CH2:7][C:4]([C:9]([C:17]3[CH:22]=[CH:21][CH:20]=[CH:19][CH:18]=3)([C:11]3[CH:16]=[CH:15][CH:14]=[CH:13][CH:12]=3)[OH:10])([CH2:5][CH2:6]1)[CH2:3][CH2:2]2.[Br:23][CH2:24][CH2:25][CH2:26][CH2:27][CH2:28][CH3:29]. Product: [Br-:23].[CH2:24]([N+:1]12[CH2:6][CH2:5][C:4]([C:9]([OH:10])([C:17]3[CH:22]=[CH:21][CH:20]=[CH:19][CH:18]=3)[C:11]3[CH:12]=[CH:13][CH:14]=[CH:15][CH:16]=3)([CH2:3][CH2:2]1)[CH2:7][CH2:8]2)[CH2:25][CH2:26][CH2:27][CH2:28][CH3:29]. The catalyst class is: 23. (2) Reactant: [N:1]1[CH:6]=[CH:5][C:4]([C:7]2[CH:8]=[C:9]([C:16]([O:18][CH3:19])=[O:17])[C:10]3[CH2:11][CH2:12][NH:13][C:14]=3[CH:15]=2)=[CH:3][CH:2]=1.CN(C(ON1N=NC2C=CC=CC1=2)=[N+](C)C)C.F[P-](F)(F)(F)(F)F.[C:44]([O:48][C:49]([C@@H:51]([CH2:55][C:56]1[CH:61]=[CH:60][CH:59]=[CH:58][CH:57]=1)[C:52](O)=[O:53])=[O:50])([CH3:47])([CH3:46])[CH3:45].CCN(C(C)C)C(C)C. Product: [C:44]([O:48][C:49]([C@@H:51]([CH2:55][C:56]1[CH:57]=[CH:58][CH:59]=[CH:60][CH:61]=1)[C:52]([N:13]1[C:14]2[CH:15]=[C:7]([C:4]3[CH:5]=[CH:6][N:1]=[CH:2][CH:3]=3)[CH:8]=[C:9]([C:16]([O:18][CH3:19])=[O:17])[C:10]=2[CH2:11][CH2:12]1)=[O:53])=[O:50])([CH3:47])([CH3:45])[CH3:46]. The catalyst class is: 3. (3) Reactant: [I-].C[C:3]1[N:4](CC=C)[C:5]2[C:12]([F:13])=[C:11]([NH:14][C:15]3[CH:20]=[CH:19][C:18]([I:21])=[CH:17][C:16]=3[F:22])[C:10]([C:23]([O:25][CH3:26])=[O:24])=[CH:9][C:6]=2[N+:7]=1[CH3:8].C1(P(C2C=CC=CC=2)C2C=CC=CC=2)C=CC=CC=1.N1CCCC1.O. Product: [F:13][C:12]1[C:5]2[N:4]=[CH:3][N:7]([CH3:8])[C:6]=2[CH:9]=[C:10]([C:23]([O:25][CH3:26])=[O:24])[C:11]=1[NH:14][C:15]1[CH:20]=[CH:19][C:18]([I:21])=[CH:17][C:16]=1[F:22]. The catalyst class is: 668. (4) Reactant: [CH2:1]([S:3]([NH:6][C@@H:7]([C:15]([N:17]1[CH2:31][CH2:30][CH2:29][C@H:18]1[C:19]([O:21]CC1C=CC=CC=1)=[O:20])=[O:16])[CH2:8][C:9]1[CH:14]=[CH:13][CH:12]=[CH:11][CH:10]=1)(=[O:5])=[O:4])[CH3:2]. Product: [CH2:1]([S:3]([NH:6][C@@H:7]([C:15]([N:17]1[CH2:31][CH2:30][CH2:29][C@H:18]1[C:19]([OH:21])=[O:20])=[O:16])[CH2:8][C:9]1[CH:14]=[CH:13][CH:12]=[CH:11][CH:10]=1)(=[O:5])=[O:4])[CH3:2]. The catalyst class is: 78.